From a dataset of Forward reaction prediction with 1.9M reactions from USPTO patents (1976-2016). Predict the product of the given reaction. (1) Given the reactants [C:1]([O:5][C:6](=[O:24])[NH:7][C:8]1([C:14](=[O:23])[NH:15][C:16]2[CH:21]=[CH:20][C:19](Br)=[CH:18][CH:17]=2)[CH2:13][CH2:12][CH2:11][CH2:10][CH2:9]1)([CH3:4])([CH3:3])[CH3:2].[CH3:25][S:26][C:27]1[CH:32]=[CH:31][CH:30]=[CH:29][C:28]=1B(O)O.C(=O)([O-])[O-].[Na+].[Na+].O, predict the reaction product. The product is: [C:1]([O:5][C:6](=[O:24])[NH:7][C:8]1([C:14](=[O:23])[NH:15][C:16]2[CH:21]=[CH:20][C:19]([C:28]3[CH:29]=[CH:30][CH:31]=[CH:32][C:27]=3[S:26][CH3:25])=[CH:18][CH:17]=2)[CH2:13][CH2:12][CH2:11][CH2:10][CH2:9]1)([CH3:4])([CH3:3])[CH3:2]. (2) Given the reactants Br[CH:2](Br)[C:3]1[CH:16]=[CH:15][C:6]([C:7]([NH:9][CH2:10][Si:11]([CH3:14])([CH3:13])[CH3:12])=[O:8])=[CH:5][C:4]=1[C:17]([F:20])([F:19])[F:18].CC[OH:24], predict the reaction product. The product is: [CH:2]([C:3]1[CH:16]=[CH:15][C:6]([C:7]([NH:9][CH2:10][Si:11]([CH3:14])([CH3:13])[CH3:12])=[O:8])=[CH:5][C:4]=1[C:17]([F:20])([F:19])[F:18])=[O:24]. (3) The product is: [Br:1][C:2]1[CH:3]=[CH:4][C:5]([C:6]2[O:8][N:16]=[C:13]([CH2:12][Cl:11])[N:14]=2)=[CH:9][CH:10]=1. Given the reactants [Br:1][C:2]1[CH:10]=[CH:9][C:5]([C:6]([OH:8])=O)=[CH:4][CH:3]=1.[Cl:11][CH2:12][C:13](=[NH:16])[NH:14]O.C([O-])([O-])=O.[K+].[K+].O, predict the reaction product. (4) Given the reactants CN(C)/[CH:3]=[CH:4]\[C:5]1[C:10]([N+:11]([O-])=O)=[CH:9][N:8]=[C:7]([NH:14][C:15](=[O:17])[CH3:16])[CH:6]=1.C(O)(=O)C, predict the reaction product. The product is: [NH:11]1[C:10]2=[CH:9][N:8]=[C:7]([NH:14][C:15](=[O:17])[CH3:16])[CH:6]=[C:5]2[CH:4]=[CH:3]1.